This data is from Full USPTO retrosynthesis dataset with 1.9M reactions from patents (1976-2016). The task is: Predict the reactants needed to synthesize the given product. (1) Given the product [CH:26]([O:29][C:30]1[CH:35]=[CH:34][C:33]([N:7]2[C:2](=[O:1])[C:3]([CH2:11][C:12]3[CH:17]=[CH:16][C:15]([C:18]4[C:19]([C:24]#[N:25])=[CH:20][CH:21]=[CH:22][CH:23]=4)=[CH:14][CH:13]=3)=[C:4]([CH2:8][CH2:9][CH3:10])[N:5]=[CH:6]2)=[CH:32][CH:31]=1)([CH3:28])[CH3:27], predict the reactants needed to synthesize it. The reactants are: [O:1]=[C:2]1[NH:7][CH:6]=[N:5][C:4]([CH2:8][CH2:9][CH3:10])=[C:3]1[CH2:11][C:12]1[CH:17]=[CH:16][C:15]([C:18]2[C:19]([C:24]#[N:25])=[CH:20][CH:21]=[CH:22][CH:23]=2)=[CH:14][CH:13]=1.[CH:26]([O:29][C:30]1[CH:35]=[CH:34][C:33](B(O)O)=[CH:32][CH:31]=1)([CH3:28])[CH3:27].C(N(CC)CC)C.N1C=CC=CC=1. (2) The reactants are: C(O[C:6](=O)[N:7]([C@@H:9]([CH3:44])[C:10]([NH:12][C@@H:13]([CH:38]1[CH2:43][CH2:42][CH2:41][CH2:40][CH2:39]1)[C:14](=[O:37])[N:15]1[C@H:20]([C:21](=[O:33])[NH:22][C@H:23]2[C:32]3[C:27](=[CH:28][CH:29]=[CH:30][CH:31]=3)[CH2:26][CH2:25][CH2:24]2)[CH2:19][N:18]2[CH2:34][CH2:35][CH2:36][C@@H:17]2[CH2:16]1)=[O:11])C)(C)(C)C. Given the product [CH:38]1([C@H:13]([NH:12][C:10](=[O:11])[C@H:9]([CH3:44])[NH:7][CH3:6])[C:14]([N:15]2[C@H:20]([C:21]([NH:22][C@H:23]3[C:32]4[C:27](=[CH:28][CH:29]=[CH:30][CH:31]=4)[CH2:26][CH2:25][CH2:24]3)=[O:33])[CH2:19][N:18]3[CH2:34][CH2:35][CH2:36][C@@H:17]3[CH2:16]2)=[O:37])[CH2:43][CH2:42][CH2:41][CH2:40][CH2:39]1, predict the reactants needed to synthesize it. (3) Given the product [N:5]1([C:7]2[S:15][C:14]3[C:9](=[N:10][CH:11]=[CH:12][C:13]=3[O:16][C:17]3[CH:18]=[CH:19][C:20]([NH:23][C:24]([NH:26][C:27](=[O:35])[CH2:28][C:29]4[CH:34]=[CH:33][CH:32]=[CH:31][CH:30]=4)=[S:25])=[CH:21][CH:22]=3)[CH:8]=2)[CH:6]=[CH:2][CH:3]=[N:4]1, predict the reactants needed to synthesize it. The reactants are: C[C:2]1[CH:3]=[N:4][N:5]([C:7]2[S:15][C:14]3[C:9](=[N:10][CH:11]=[CH:12][C:13]=3[O:16][C:17]3[CH:22]=[CH:21][C:20]([NH:23][C:24]([NH:26][C:27](=[O:35])[CH2:28][C:29]4[CH:34]=[CH:33][CH:32]=[CH:31][CH:30]=4)=[S:25])=[CH:19][CH:18]=3)[CH:8]=2)[CH:6]=1.CC1C=NNC=1.N1C=CC=N1. (4) Given the product [Br:1][C:2]1[CH:3]=[C:4]2[O:10][C:9](=[O:11])[N:8]=[C:5]2[N:6]([CH2:19][C:16]2[CH:15]=[N:14][C:13]([Cl:12])=[CH:18][CH:17]=2)[CH:7]=1, predict the reactants needed to synthesize it. The reactants are: [Br:1][C:2]1[CH:3]=[C:4]2[O:10][C:9](=[O:11])[NH:8][C:5]2=[N:6][CH:7]=1.[Cl:12][C:13]1[CH:18]=[CH:17][C:16]([CH2:19]Cl)=[CH:15][N:14]=1.C(=O)([O-])[O-].[Cs+].[Cs+]. (5) Given the product [CH3:3][C:4]1([C:9]2[S:13][C:12]([CH2:14][OH:15])=[N:11][CH:10]=2)[O:8][CH2:7][CH2:6][O:5]1, predict the reactants needed to synthesize it. The reactants are: N#N.[CH3:3][C:4]1([C:9]2[S:13][C:12]([CH:14]=[O:15])=[N:11][CH:10]=2)[O:8][CH2:7][CH2:6][O:5]1.[BH4-].[Na+].O. (6) The reactants are: C([Si](C)(C)[O:6][C:7]1([C:11]2[CH:16]=[CH:15][CH:14]=[CH:13][C:12]=2[C:17]2[CH:37]=[CH:36][C:20]3[NH:21][C:22]([CH2:24][O:25][C:26]4[CH:31]=[CH:30][C:29]([C:32]([F:35])([F:34])[F:33])=[CH:28][CH:27]=4)=[N:23][C:19]=3[CH:18]=2)[CH:9]([CH3:10])[O:8]1)(C)(C)C.O.C1(C)C(S(O)(=O)=O)=CC=CC=1. Given the product [OH:8][CH:9]([CH3:10])[C:7]([C:11]1[CH:16]=[CH:15][CH:14]=[CH:13][C:12]=1[C:17]1[CH:37]=[CH:36][C:20]2[NH:21][C:22]([CH2:24][O:25][C:26]3[CH:31]=[CH:30][C:29]([C:32]([F:34])([F:35])[F:33])=[CH:28][CH:27]=3)=[N:23][C:19]=2[CH:18]=1)=[O:6], predict the reactants needed to synthesize it.